Dataset: Peptide-MHC class I binding affinity with 185,985 pairs from IEDB/IMGT. Task: Regression. Given a peptide amino acid sequence and an MHC pseudo amino acid sequence, predict their binding affinity value. This is MHC class I binding data. (1) The peptide sequence is KHTEEAKQI. The MHC is Mamu-A07 with pseudo-sequence Mamu-A07. The binding affinity (normalized) is 0. (2) The peptide sequence is YEFLQPILL. The MHC is HLA-B40:02 with pseudo-sequence HLA-B40:02. The binding affinity (normalized) is 0.855. (3) The peptide sequence is AFDLSHFLK. The MHC is HLA-A33:01 with pseudo-sequence HLA-A33:01. The binding affinity (normalized) is 0.415. (4) The peptide sequence is KDYLELDTI. The MHC is Patr-B2401 with pseudo-sequence Patr-B2401. The binding affinity (normalized) is 0.783. (5) The peptide sequence is LSIPPTAGIL. The MHC is HLA-B08:01 with pseudo-sequence HLA-B08:01. The binding affinity (normalized) is 0.283. (6) The peptide sequence is STYQPLPLY. The MHC is HLA-A01:01 with pseudo-sequence HLA-A01:01. The binding affinity (normalized) is 0.364. (7) The peptide sequence is AYIDNYNKV. The MHC is HLA-B57:01 with pseudo-sequence HLA-B57:01. The binding affinity (normalized) is 0.274.